Task: Predict the reaction yield, written as a fraction of the theoretical maximum amount of product (1.0 means a 100% yield; for example, 0.34 means a 34% yield).. Dataset: Reaction yield outcomes from USPTO patents with 853,638 reactions (1) The reactants are [C:1]([O:5][C:6](=[O:20])[NH:7][C@@H:8]1[C:14](=[O:15])[NH:13][C:12]2[CH:16]=[CH:17][CH:18]=[CH:19][C:11]=2[NH:10][CH2:9]1)([CH3:4])([CH3:3])[CH3:2].[CH3:21][S:22]([CH2:25][C:26](O)=[O:27])(=[O:24])=[O:23].O=P(Cl)(Cl)Cl. The catalyst is N1C=CC=CC=1.O. The product is [CH3:21][S:22]([CH2:25][C:26]([N:10]1[CH2:9][C@H:8]([NH:7][C:6](=[O:20])[O:5][C:1]([CH3:4])([CH3:2])[CH3:3])[C:14](=[O:15])[NH:13][C:12]2[CH:16]=[CH:17][CH:18]=[CH:19][C:11]1=2)=[O:27])(=[O:24])=[O:23]. The yield is 0.990. (2) The reactants are [Br:1][C:2]1[CH:10]=[C:9]2[C:5]([CH2:6][C:7](=[O:18])[N:8]2[C:11]([O:13][C:14]([CH3:17])([CH3:16])[CH3:15])=[O:12])=[CH:4][CH:3]=1.[C:19]([O-:22])([O-])=O.[K+].[K+].C=O.[C:27]([O-])(O)=[O:28].[Na+]. The catalyst is C1COCC1. The product is [Br:1][C:2]1[CH:10]=[C:9]2[C:5]([C:6]([CH2:19][OH:22])([CH2:27][OH:28])[C:7](=[O:18])[N:8]2[C:11]([O:13][C:14]([CH3:15])([CH3:17])[CH3:16])=[O:12])=[CH:4][CH:3]=1. The yield is 0.870. (3) No catalyst specified. The reactants are [F:1][C:2]1[CH:7]=[CH:6][CH:5]=[CH:4][C:3]=1[N:8]1[CH2:13][CH2:12][N:11]([CH2:14][CH2:15][NH2:16])[CH2:10][CH2:9]1.[CH2:17]([C:20]1[N:24]([C:25]([CH3:28])([CH3:27])[CH3:26])[N:23]=[C:22]([CH:29]=O)[CH:21]=1)[CH2:18][CH3:19]. The product is [C:25]([N:24]1[C:20]([CH2:17][CH2:18][CH3:19])=[CH:21][C:22]([CH2:29][NH:16][CH2:15][CH2:14][N:11]2[CH2:10][CH2:9][N:8]([C:3]3[CH:4]=[CH:5][CH:6]=[CH:7][C:2]=3[F:1])[CH2:13][CH2:12]2)=[N:23]1)([CH3:28])([CH3:27])[CH3:26]. The yield is 0.767. (4) The reactants are N1[CH:6]=[CH:5][CH:4]=[CH:3][CH:2]=1.CS(Cl)(=O)=O.[S:12]([O-])(=O)(=O)C.C(N(CC)CC)C.[C:24]([O:27][CH2:28]C)(=[O:26])C. The catalyst is C(Cl)Cl. The product is [S:12]1[CH2:6][CH2:5][CH:4]=[C:3]([C:24]([O:27][CH3:28])=[O:26])[CH2:2]1. The yield is 0.630. (5) The reactants are Br[C:2]1[CH:15]=[N:14][C:5]2[NH:6][C:7](=[O:13])[C:8]([CH3:12])([CH3:11])[CH2:9][O:10][C:4]=2[CH:3]=1.[CH3:16][O:17][C:18]1[C:19]([O:31][CH2:32][CH2:33][CH3:34])=[C:20]([CH:28]=[CH:29][CH:30]=1)[CH2:21][N:22]([CH3:27])[C:23](=[O:26])[CH:24]=[CH2:25].C(N(C(C)C)C(C)C)C.CC1C=CC=CC=1P(C1C=CC=CC=1C)C1C=CC=CC=1C. The catalyst is C(#N)CC.CN(C=O)C.O.CC([O-])=O.CC([O-])=O.[Pd+2]. The product is [CH3:11][C:8]1([CH3:12])[C:7](=[O:13])[NH:6][C:5]2[N:14]=[CH:15][C:2](/[CH:25]=[CH:24]/[C:23]([N:22]([CH2:21][C:20]3[CH:28]=[CH:29][CH:30]=[C:18]([O:17][CH3:16])[C:19]=3[O:31][CH2:32][CH2:33][CH3:34])[CH3:27])=[O:26])=[CH:3][C:4]=2[O:10][CH2:9]1. The yield is 0.450. (6) The reactants are O=[C:2]1[CH:7]=[CH:6][N:5]2[N:8]=[CH:9][C:10]([C:11]([OH:13])=O)=[C:4]2[NH:3]1.P(Cl)(Cl)([Cl:16])=O.[CH:19]([N:22](CC)C(C)C)([CH3:21])[CH3:20]. No catalyst specified. The product is [Cl:16][C:2]1[CH:7]=[CH:6][N:5]2[N:8]=[CH:9][C:10]([C:11]([NH:22][CH:19]([CH3:21])[CH3:20])=[O:13])=[C:4]2[N:3]=1. The yield is 0.900. (7) The reactants are [F:1][C:2]1[CH:7]=[CH:6][C:5]([O:8][C:9]2[CH:14]=[CH:13][C:12]([N+:15]([O-])=O)=[CH:11][CH:10]=2)=[CH:4][C:3]=1[C:18]([F:21])([F:20])[F:19]. The catalyst is CO.[Pd]. The product is [F:1][C:2]1[CH:7]=[CH:6][C:5]([O:8][C:9]2[CH:10]=[CH:11][C:12]([NH2:15])=[CH:13][CH:14]=2)=[CH:4][C:3]=1[C:18]([F:19])([F:20])[F:21]. The yield is 0.950. (8) The reactants are [N:1]([C:4]1[CH:9]=[CH:8][C:7]([O:10][C:11]([F:14])([F:13])[F:12])=[CH:6][CH:5]=1)=[C:2]=[O:3].[NH2:15][C@@H:16]1[C@H:20]2[O:21][CH2:22][C@H:23]([C:24]#[N:25])[C@H:19]2[O:18][CH2:17]1. The catalyst is ClCCl. The product is [C:24]([C@@H:23]1[C@H:19]2[O:18][CH2:17][C@H:16]([NH:15][C:2]([NH:1][C:4]3[CH:9]=[CH:8][C:7]([O:10][C:11]([F:12])([F:13])[F:14])=[CH:6][CH:5]=3)=[O:3])[C@H:20]2[O:21][CH2:22]1)#[N:25]. The yield is 0.440. (9) The reactants are [C:1]1([CH2:11][N:12]2[C:16]3[CH:17]=[CH:18][CH:19]=[CH:20][C:15]=3[N:14]=[C:13]2[S:21][CH2:22][CH2:23][CH2:24][C:25]([OH:27])=[O:26])[C:10]2[C:5](=[CH:6][CH:7]=[CH:8][CH:9]=2)[CH:4]=[CH:3][CH:2]=1.[OH-].[Na+:29]. The catalyst is O. The product is [Na+:29].[C:1]1([CH2:11][N:12]2[C:16]3[CH:17]=[CH:18][CH:19]=[CH:20][C:15]=3[N:14]=[C:13]2[S:21][CH2:22][CH2:23][CH2:24][C:25]([O-:27])=[O:26])[C:10]2[C:5](=[CH:6][CH:7]=[CH:8][CH:9]=2)[CH:4]=[CH:3][CH:2]=1. The yield is 0.930.